Dataset: Catalyst prediction with 721,799 reactions and 888 catalyst types from USPTO. Task: Predict which catalyst facilitates the given reaction. (1) Reactant: [NH2:1][C:2]1[CH:7]=[CH:6][C:5]([CH3:8])=[CH:4][CH:3]=1.C(N(CC)C(C)C)(C)C.[CH2:18]([O:20][C:21]1[CH:26]=[CH:25][C:24]([S:27](Cl)(=[O:29])=[O:28])=[CH:23][CH:22]=1)[CH3:19]. Product: [CH2:18]([O:20][C:21]1[CH:22]=[CH:23][C:24]([S:27]([NH:1][C:2]2[CH:7]=[CH:6][C:5]([CH3:8])=[CH:4][CH:3]=2)(=[O:29])=[O:28])=[CH:25][CH:26]=1)[CH3:19]. The catalyst class is: 2. (2) Reactant: [C:1]([NH:5][C:6]([C:8]1[C:12]2=[N:13][C:14]([C:17]3[C:25]4[C:20](=[CH:21][C:22]([F:26])=[CH:23][CH:24]=4)[N:19]([CH2:27][CH2:28][CH:29]4[CH2:33][O:32]C(C)(C)[O:30]4)[N:18]=3)=[CH:15][N:16]=[C:11]2[N:10](C(C2C=CC=CC=2)(C2C=CC=CC=2)C2C=CC=CC=2)[CH:9]=1)=[O:7])([CH3:4])([CH3:3])[CH3:2].FC(F)(F)C(O)=O. The catalyst class is: 4. Product: [C:1]([NH:5][C:6]([C:8]1[C:12]2=[N:13][C:14]([C:17]3[C:25]4[C:20](=[CH:21][C:22]([F:26])=[CH:23][CH:24]=4)[N:19]([CH2:27][CH2:28][CH:29]([OH:30])[CH2:33][OH:32])[N:18]=3)=[CH:15][N:16]=[C:11]2[NH:10][CH:9]=1)=[O:7])([CH3:4])([CH3:2])[CH3:3].